Task: Predict the reactants needed to synthesize the given product.. Dataset: Full USPTO retrosynthesis dataset with 1.9M reactions from patents (1976-2016) (1) Given the product [CH2:1]=[C:15]([CH2:21][CH3:22])[C:16]([O:18][CH2:19][CH3:20])=[O:17], predict the reactants needed to synthesize it. The reactants are: [C:1](=O)([O-])[O-].[K+].[K+].C(OP([CH:15]([CH2:21][CH3:22])[C:16]([O:18][CH2:19][CH3:20])=[O:17])(OCC)=O)C.C=O. (2) Given the product [Cl:23][C:18]1[CH:17]=[C:16]([NH:15][C:13](=[O:14])[N:12]([CH:8]2[CH2:9][C:10]3[CH:11]=[C:2]([NH:1][C:35](=[O:36])[CH3:34])[CH:3]=[CH:4][C:5]=3[CH2:6][CH2:7]2)[CH2:24][CH2:25][CH2:26][N:27]2[CH2:28][CH2:29][N:30]([CH3:33])[CH2:31][CH2:32]2)[CH:21]=[CH:20][C:19]=1[F:22], predict the reactants needed to synthesize it. The reactants are: [NH2:1][C:2]1[CH:11]=[C:10]2[C:5]([CH2:6][CH2:7][CH:8]([N:12]([CH2:24][CH2:25][CH2:26][N:27]3[CH2:32][CH2:31][N:30]([CH3:33])[CH2:29][CH2:28]3)[C:13]([NH:15][C:16]3[CH:21]=[CH:20][C:19]([F:22])=[C:18]([Cl:23])[CH:17]=3)=[O:14])[CH2:9]2)=[CH:4][CH:3]=1.[CH3:34][C:35](OC(C)=O)=[O:36].CCN(C(C)C)C(C)C. (3) Given the product [NH2:19][C:6]1[CH:7]=[C:8]([CH2:12][N:13]2[CH2:17][CH2:16][C@@H:15]([OH:18])[CH2:14]2)[C:9]([Br:11])=[CH:10][C:5]=1[C:4]([OH:20])=[O:3], predict the reactants needed to synthesize it. The reactants are: C([O:3][C:4](=[O:20])[C:5]1[CH:10]=[C:9]([Br:11])[C:8]([CH2:12][N:13]2[CH2:17][CH2:16][C@@H:15]([OH:18])[CH2:14]2)=[CH:7][C:6]=1[NH2:19])C.NC1C(Cl)=C(C=O)C(C(F)(F)F)=CC=1C(O)=O. (4) Given the product [CH3:2][N:3]([CH3:7])[CH2:4][CH2:5][S:6][CH2:11][CH2:12][OH:13], predict the reactants needed to synthesize it. The reactants are: Cl.[CH3:2][N:3]([CH3:7])[CH2:4][CH2:5][SH:6].[OH-].[Na+].Br[CH2:11][CH2:12][OH:13]. (5) Given the product [CH3:1][O:2][C:3]1[CH:4]=[C:5]([CH2:11][CH:13]([NH2:12])[CH2:14][C:15]([F:17])([F:18])[F:16])[CH:6]=[CH:7][C:8]=1[O:9][CH3:10], predict the reactants needed to synthesize it. The reactants are: [CH3:1][O:2][C:3]1[CH:4]=[C:5]([CH:11]2[CH:13]([CH2:14][C:15]([F:18])([F:17])[F:16])[NH:12]2)[CH:6]=[CH:7][C:8]=1[O:9][CH3:10]. (6) Given the product [CH3:21][C:7]1[CH:6]=[C:5]([C:3]([OH:4])=[O:2])[CH:10]=[CH:9][C:8]=1[C:11]1[CH:16]=[CH:15][CH:14]=[CH:13][C:12]=1[C:17]([F:18])([F:19])[F:20], predict the reactants needed to synthesize it. The reactants are: C[O:2][C:3]([C:5]1[CH:10]=[CH:9][C:8]([C:11]2[CH:16]=[CH:15][CH:14]=[CH:13][C:12]=2[C:17]([F:20])([F:19])[F:18])=[C:7]([CH3:21])[CH:6]=1)=[O:4].[OH-].[Na+].Cl. (7) Given the product [CH3:2][O:3][C:4]([C@@H:5]1[CH2:7][O:8][CH:10]([CH:11]([CH3:14])[CH3:12])[NH:6]1)=[O:9], predict the reactants needed to synthesize it. The reactants are: Cl.[CH3:2][O:3][C:4](=[O:9])[C@H:5]([CH2:7][OH:8])[NH2:6].[CH3:10][CH:11]([CH3:14])[CH:12]=O.C(N(CC)CC)C.O.